Dataset: Forward reaction prediction with 1.9M reactions from USPTO patents (1976-2016). Task: Predict the product of the given reaction. (1) Given the reactants [N:1]1([C:7]2[N:8]=[C:9]([CH2:14][C:15]([O-:17])=O)[NH:10][C:11](=[O:13])[CH:12]=2)[CH2:6][CH2:5][O:4][CH2:3][CH2:2]1.[Na+].[NH:19]1[C:27]2[C:22](=[CH:23][CH:24]=[CH:25][CH:26]=2)[CH:21]([CH2:28][N:29]([CH3:31])[CH3:30])[CH2:20]1.Cl.CN(C)CCCN=C=NCC, predict the reaction product. The product is: [CH3:31][N:29]([CH2:28][CH:21]1[C:22]2[C:27](=[CH:26][CH:25]=[CH:24][CH:23]=2)[N:19]([C:15](=[O:17])[CH2:14][C:9]2[NH:10][C:11](=[O:13])[CH:12]=[C:7]([N:1]3[CH2:2][CH2:3][O:4][CH2:5][CH2:6]3)[N:8]=2)[CH2:20]1)[CH3:30]. (2) The product is: [Br:1][C:2]1[S:6][C:5]2[C:7]([OH:9])=[C:13]([C:40]([O:46][CH2:47][CH3:49])=[O:41])[C:12](=[O:17])[N:11]([CH3:19])[C:4]=2[C:3]=1[CH3:18]. Given the reactants [Br:1][C:2]1[S:6][C:5]([C:7]([O:9]C)=O)=[C:4]([NH:11][C:12](=[O:17])[C:13](F)(F)F)[C:3]=1[CH3:18].[CH3:19]CN(C(C)C)C(C)C.NC1C(C)=C(Br)SC=1C(OC)=O.[C:40]([O:46][C:47]([C:49](F)(F)F)=O)(C(F)(F)F)=[O:41], predict the reaction product. (3) Given the reactants [S:1]1[CH:5]=[CH:4][CH:3]=[C:2]1[CH:6]=O.[CH3:8][O:9][CH2:10][CH2:11][NH2:12].[C:13]1(=[O:24])[O:19][C:17](=O)[C:16]2=[CH:20][CH:21]=[CH:22][CH:23]=[C:15]2[CH2:14]1.[N:25]1([C:30]2[CH:31]=[C:32]([CH:34]=[CH:35][CH:36]=2)[NH2:33])[CH2:29][CH2:28][CH2:27][CH2:26]1, predict the reaction product. The product is: [CH3:8][O:9][CH2:10][CH2:11][N:12]1[CH:6]([C:2]2[S:1][CH:5]=[CH:4][CH:3]=2)[CH:14]([C:13]([NH:33][C:32]2[CH:34]=[CH:35][CH:36]=[C:30]([N:25]3[CH2:29][CH2:28][CH2:27][CH2:26]3)[CH:31]=2)=[O:24])[C:15]2[C:16](=[CH:20][CH:21]=[CH:22][CH:23]=2)[C:17]1=[O:19]. (4) Given the reactants [CH:1]([O:4][C@@H:5]1[CH2:10][CH2:9][C@H:8]([N:11]2[CH2:15][CH2:14][C@H:13]([NH:16]C(=O)OCC3C=CC=CC=3)[C:12]2=[O:27])[C@H:7]([CH2:28][S:29]([CH:32]([CH3:34])[CH3:33])(=[O:31])=[O:30])[CH2:6]1)([CH3:3])[CH3:2].[H][H], predict the reaction product. The product is: [NH2:16][C@H:13]1[CH2:14][CH2:15][N:11]([C@H:8]2[CH2:9][CH2:10][C@@H:5]([O:4][CH:1]([CH3:3])[CH3:2])[CH2:6][C@H:7]2[CH2:28][S:29]([CH:32]([CH3:34])[CH3:33])(=[O:31])=[O:30])[C:12]1=[O:27]. (5) Given the reactants [NH2:1][C@H:2]1[CH2:7][CH2:6][C@H:5]([NH:8][C:9]2[CH:10]=[C:11]([N:21](CC3C=CC(OC)=CC=3)[C:22]3[CH:27]=[CH:26][CH:25]=[CH:24][CH:23]=3)[C:12]3[N:13]([C:15]([C:18]#[C:19][CH3:20])=[CH:16][N:17]=3)[N:14]=2)[CH2:4][CH2:3]1.C(N1CCCC(NC2C=C(N(CC3C=CC(OC)=CC=3)C3C=CC=CC=3)C3N(C(C#N)=CN=3)N=2)C1)C1C=CC=CC=1.C(O)(C(F)(F)F)=O, predict the reaction product. The product is: [NH2:1][C@H:2]1[CH2:3][CH2:4][C@H:5]([NH:8][C:9]2[CH:10]=[C:11]([NH:21][C:22]3[CH:23]=[CH:24][CH:25]=[CH:26][CH:27]=3)[C:12]3[N:13]([C:15]([C:18]#[C:19][CH3:20])=[CH:16][N:17]=3)[N:14]=2)[CH2:6][CH2:7]1. (6) Given the reactants [N:1]([CH2:4][C:5]1[CH:6]=[C:7]([CH:39]=[CH:40][CH:41]=1)[C:8]([NH:10][C:11]1[CH:16]=[CH:15][C:14]([N:17]2[CH2:22][CH2:21][CH2:20][CH2:19][CH2:18]2)=[CH:13][C:12]=1[C:23]([NH:25]/[N:26]=[CH:27]/[C:28]1[CH:33]=[CH:32][C:31]([Cl:34])=[C:30]([C:35]([F:38])([F:37])[F:36])[CH:29]=1)=[O:24])=[O:9])=[N+:2]=[N-:3].[CH2:42]([OH:46])[CH2:43][C:44]#[CH:45], predict the reaction product. The product is: [Cl:34][C:31]1[CH:32]=[CH:33][C:28](/[CH:27]=[N:26]/[NH:25][C:23]([C:12]2[CH:13]=[C:14]([N:17]3[CH2:18][CH2:19][CH2:20][CH2:21][CH2:22]3)[CH:15]=[CH:16][C:11]=2[NH:10][C:8](=[O:9])[C:7]2[CH:39]=[CH:40][CH:41]=[C:5]([CH2:4][N:1]3[CH:45]=[C:44]([CH2:43][CH2:42][OH:46])[N:3]=[N:2]3)[CH:6]=2)=[O:24])=[CH:29][C:30]=1[C:35]([F:38])([F:36])[F:37]. (7) Given the reactants N(OCCC(C)C)=O.[C:9]([O:12][CH2:13][C@@H:14]1[C@@H:18]([O:19][C:20](=[O:22])[CH3:21])[C@@H:17]([O:23][C:24](=[O:26])[CH3:25])[C@H:16]([N:27]2[CH:35]=[N:34][C:33]3[C:28]2=[N:29][C:30](N)=[N:31][C:32]=3[Cl:36])[O:15]1)(=[O:11])[CH3:10].II.C(I)[I:41].[O-]S([O-])(=S)=O.[Na+].[Na+], predict the reaction product. The product is: [C:9]([O:12][CH2:13][C@@H:14]1[C@@H:18]([O:19][C:20](=[O:22])[CH3:21])[C@@H:17]([O:23][C:24](=[O:26])[CH3:25])[C@H:16]([N:27]2[CH:35]=[N:34][C:33]3[C:28]2=[N:29][C:30]([I:41])=[N:31][C:32]=3[Cl:36])[O:15]1)(=[O:11])[CH3:10].